Task: Predict the reactants needed to synthesize the given product.. Dataset: Full USPTO retrosynthesis dataset with 1.9M reactions from patents (1976-2016) Given the product [F:35][C:22]1[C:23]([NH:28][S:29]([CH2:32][CH2:33][CH3:34])(=[O:31])=[O:30])=[CH:24][CH:25]=[C:26]([F:27])[C:21]=1[C:20]([C:19]1[C:12]2[C:11]([NH:10][C:7]3[CH:6]=[CH:5][C:4]([C:3]([OH:37])=[O:2])=[CH:9][CH:8]=3)=[N:16][CH:15]=[N:14][C:13]=2[NH:17][CH:18]=1)=[O:36], predict the reactants needed to synthesize it. The reactants are: C[O:2][C:3](=[O:37])[C:4]1[CH:9]=[CH:8][C:7]([NH:10][C:11]2[C:12]3[C:19]([C:20](=[O:36])[C:21]4[C:26]([F:27])=[CH:25][CH:24]=[C:23]([NH:28][S:29]([CH2:32][CH2:33][CH3:34])(=[O:31])=[O:30])[C:22]=4[F:35])=[CH:18][NH:17][C:13]=3[N:14]=[CH:15][N:16]=2)=[CH:6][CH:5]=1.CO.[OH-].[Na+].Cl.